From a dataset of Reaction yield outcomes from USPTO patents with 853,638 reactions. Predict the reaction yield, written as a fraction of the theoretical maximum amount of product (1.0 means a 100% yield; for example, 0.34 means a 34% yield). (1) The reactants are CC1N=C(C2C=CC(B3OC(C)(C)C(C)(C)O3)=CC=2)NC=1C.[CH3:23][C:24]1[N:25]=[C:26]([C:30]2[CH:35]=[CH:34][C:33]([C:36]3[N:41]=[C:40]4[N:42]([CH2:46][CH:47]5[CH2:52][CH2:51][O:50][CH2:49][CH2:48]5)[C:43](=[O:45])[NH:44][C:39]4=[N:38][CH:37]=3)=[CH:32][CH:31]=2)[NH:27][C:28]=1[CH3:29].BrC1N=C2N(CC3CCOCC3)C(=O)NC2=NC=1.P([O-])([O-])([O-])=O.[K+].[K+].[K+]. The catalyst is CN(C=O)C.C1C=CC([PH+]([C]2[CH][CH][CH][CH]2)C2C=CC=CC=2)=CC=1.C1C=CC([PH+]([C]2[CH][CH][CH][CH]2)C2C=CC=CC=2)=CC=1.C(Cl)Cl.Cl[Pd]Cl.[Fe]. The yield is 0.190. The product is [CH3:29][C:28]1[N:27]=[C:26]([C:30]2[CH:35]=[CH:34][C:33]([C:36]3[N:41]=[C:40]4[N:42]([CH2:46][CH:47]5[CH2:52][CH2:51][O:50][CH2:49][CH2:48]5)[C:43](=[O:45])[NH:44][C:39]4=[N:38][CH:37]=3)=[CH:32][CH:31]=2)[NH:25][C:24]=1[CH3:23]. (2) The reactants are [CH3:1][C:2]1[CH:3]=[C:4]([CH:8]=[CH:9][N:10]=1)[C:5](O)=[O:6].CCN=C=NCCCN(C)C.C1C=CC2N(O)N=NC=2C=1.CCN(C(C)C)C(C)C.Cl.[CH3:42][NH:43][O:44][CH3:45]. The catalyst is CN(C=O)C. The product is [CH3:45][O:44][N:43]([CH3:42])[C:5](=[O:6])[C:4]1[CH:8]=[CH:9][N:10]=[C:2]([CH3:1])[CH:3]=1. The yield is 0.850. (3) The reactants are [N:1]1[CH:6]=[CH:5][CH:4]=[C:3]([C:7]2[N:23]=[C:10]3[CH:11]=[CH:12][C:13]([NH:15]C(=O)OC(C)(C)C)=[CH:14][N:9]3[N:8]=2)[CH:2]=1.Cl.C(OCC)C. The catalyst is ClCCl. The product is [N:1]1[CH:6]=[CH:5][CH:4]=[C:3]([C:7]2[N:23]=[C:10]3[CH:11]=[CH:12][C:13]([NH2:15])=[CH:14][N:9]3[N:8]=2)[CH:2]=1. The yield is 0.530. (4) The reactants are [F:1][C:2]1([F:17])[O:6][C:5]2[CH:7]=[CH:8][C:9]([C:11]3([C:14]([OH:16])=O)[CH2:13][CH2:12]3)=[CH:10][C:4]=2[O:3]1.S(Cl)(Cl)=O.N1CCCCC1.[NH2:28][C:29]1[CH:30]=[C:31]2[C:35](=[CH:36][C:37]=1[F:38])[N:34]([CH2:39][C@H:40]1[CH2:44][O:43][C:42]([CH3:46])([CH3:45])[O:41]1)[C:33]([C:47]([CH3:51])([CH3:50])[CH2:48][OH:49])=[CH:32]2.C(N(CC)CC)C. The catalyst is CN(C=O)C.ClCCl. The product is [F:17][C:2]1([F:1])[O:6][C:5]2[CH:7]=[CH:8][C:9]([C:11]3([C:14]([NH:28][C:29]4[CH:30]=[C:31]5[C:35](=[CH:36][C:37]=4[F:38])[N:34]([CH2:39][C@H:40]4[CH2:44][O:43][C:42]([CH3:45])([CH3:46])[O:41]4)[C:33]([C:47]([CH3:51])([CH3:50])[CH2:48][OH:49])=[CH:32]5)=[O:16])[CH2:12][CH2:13]3)=[CH:10][C:4]=2[O:3]1. The yield is 0.960. (5) The reactants are Cl[S:2]([C:5]1[CH:6]=[C:7]2[C:11](=[CH:12][CH:13]=1)[NH:10][C:9](=[O:14])[CH2:8]2)(=[O:4])=[O:3].[CH3:15][O:16][CH2:17][CH2:18][NH2:19].N1C=CC=CC=1. The catalyst is ClCCl. The product is [CH3:15][O:16][CH2:17][CH2:18][NH:19][S:2]([C:5]1[CH:6]=[C:7]2[C:11](=[CH:12][CH:13]=1)[NH:10][C:9](=[O:14])[CH2:8]2)(=[O:4])=[O:3]. The yield is 0.330. (6) The reactants are Br[C:2]1[C:11]2[C:6](=[CH:7][CH:8]=[CH:9][CH:10]=2)[CH:5]=[CH:4][CH:3]=1.[CH3:12][O:13][C:14]1[CH:15]=[C:16]2[C:21](=[CH:22][CH:23]=1)[NH:20][CH2:19][CH2:18][CH2:17]2.C([O-])([O-])=O.[Cs+].[Cs+].CC(C1C=C(C(C)C)C(C2C=CC=CC=2P(C2CCCCC2)C2CCCCC2)=C(C(C)C)C=1)C. The catalyst is C1(C)C=CC=CC=1.CC([O-])=O.CC([O-])=O.[Pd+2]. The product is [CH3:12][O:13][C:14]1[CH:15]=[C:16]2[C:21](=[CH:22][CH:23]=1)[N:20]([C:2]1[C:11]3[C:6](=[CH:7][CH:8]=[CH:9][CH:10]=3)[CH:5]=[CH:4][CH:3]=1)[CH2:19][CH2:18][CH2:17]2. The yield is 0.686. (7) The reactants are [C:1]([O:5][C:6]([NH:8][C:9]1[S:10][C:11]([CH3:17])=[CH:12][C:13]=1[C:14]([OH:16])=O)=[O:7])([CH3:4])([CH3:3])[CH3:2].[Cl:18][C:19]1[CH:20]=[C:21]([CH:23]=[CH:24][CH:25]=1)[NH2:22].CCN(C(C)C)C(C)C.CN(C(ON1N=NC2C=CC=CC1=2)=[N+](C)C)C.[B-](F)(F)(F)F. The catalyst is CN(C)C=O. The product is [C:1]([O:5][C:6](=[O:7])[NH:8][C:9]1[S:10][C:11]([CH3:17])=[CH:12][C:13]=1[C:14](=[O:16])[NH:22][C:21]1[CH:23]=[CH:24][CH:25]=[C:19]([Cl:18])[CH:20]=1)([CH3:2])([CH3:3])[CH3:4]. The yield is 0.270.